This data is from Full USPTO retrosynthesis dataset with 1.9M reactions from patents (1976-2016). The task is: Predict the reactants needed to synthesize the given product. (1) Given the product [ClH:33].[ClH:33].[NH2:8][CH2:9][CH2:10][CH2:11][C@@H:12]([CH2:16][C:17]1[N:18]=[CH:19][N:20]2[C:29]3[C:24](=[CH:25][C:26]([CH:30]([CH3:32])[CH3:31])=[CH:27][CH:28]=3)[CH2:23][CH2:22][C:21]=12)[C:13]([OH:15])=[O:14], predict the reactants needed to synthesize it. The reactants are: C(OC([NH:8][CH2:9][CH2:10][CH2:11][C@@H:12]([CH2:16][C:17]1[N:18]=[CH:19][N:20]2[C:29]3[C:24](=[CH:25][C:26]([CH:30]([CH3:32])[CH3:31])=[CH:27][CH:28]=3)[CH2:23][CH2:22][C:21]=12)[C:13]([OH:15])=[O:14])=O)(C)(C)C.[ClH:33]. (2) Given the product [Cl:26][CH2:25][CH2:24][C:8]([C:5]1[CH:6]=[CH:7][C:2](/[CH:29]=[CH:28]/[C:27]([O:31][CH2:32][CH3:33])=[O:30])=[CH:3][CH:4]=1)=[C:9]([C:17]1[CH:22]=[CH:21][C:20]([OH:23])=[CH:19][CH:18]=1)[C:10]1[CH:11]=[CH:12][C:13]([OH:16])=[CH:14][CH:15]=1, predict the reactants needed to synthesize it. The reactants are: Br[C:2]1[CH:7]=[CH:6][C:5]([C:8]([CH2:24][CH2:25][Cl:26])=[C:9]([C:17]2[CH:22]=[CH:21][C:20]([OH:23])=[CH:19][CH:18]=2)[C:10]2[CH:15]=[CH:14][C:13]([OH:16])=[CH:12][CH:11]=2)=[CH:4][CH:3]=1.[C:27]([O:31][CH2:32][CH3:33])(=[O:30])[CH:28]=[CH2:29]. (3) The reactants are: [CH3:1][C:2]1[C:7]([CH:8]([S:18]([C:21]2[CH:26]=[CH:25][C:24]([C:27]([F:30])([F:29])[F:28])=[CH:23][CH:22]=2)(=[O:20])=[O:19])[C:9]2[C:14]([F:15])=[CH:13][CH:12]=[C:11]([F:16])[C:10]=2[F:17])=[CH:6][N:5]=[C:4]([C:31]([NH2:33])=[O:32])[CH:3]=1.C=O.[OH-].[Na+].[C:38](OCC)(=[O:40])C. Given the product [OH:40][CH2:38][NH:33][C:31]([C:4]1[CH:3]=[C:2]([CH3:1])[C:7]([CH:8]([S:18]([C:21]2[CH:22]=[CH:23][C:24]([C:27]([F:30])([F:28])[F:29])=[CH:25][CH:26]=2)(=[O:20])=[O:19])[C:9]2[C:14]([F:15])=[CH:13][CH:12]=[C:11]([F:16])[C:10]=2[F:17])=[CH:6][N:5]=1)=[O:32], predict the reactants needed to synthesize it. (4) Given the product [Cl:1][C:2]1[CH:8]=[CH:7][CH:6]=[CH:5][C:3]=1[NH:4][C:16](=[NH:17])[CH:14]([CH3:15])[CH3:13], predict the reactants needed to synthesize it. The reactants are: [Cl:1][C:2]1[CH:8]=[CH:7][CH:6]=[CH:5][C:3]=1[NH2:4].C[Al](C)C.[CH3:13][CH:14]([C:16]#[N:17])[CH3:15].ClCCl. (5) Given the product [Cl:27][C:24]1[CH:25]=[CH:26][C:21]([CH2:20][NH:19][C:4]2[N:3]=[C:2]([Cl:1])[C:7]([CH:8]([C:10]3[C:18]4[C:13](=[N:14][CH:15]=[CH:16][CH:17]=4)[NH:12][CH:11]=3)[OH:9])=[CH:6][CH:5]=2)=[CH:22][CH:23]=1, predict the reactants needed to synthesize it. The reactants are: [Cl:1][C:2]1[C:7]([C:8]([C:10]2[C:18]3[C:13](=[N:14][CH:15]=[CH:16][CH:17]=3)[NH:12][CH:11]=2)=[O:9])=[CH:6][CH:5]=[C:4]([NH:19][CH2:20][C:21]2[CH:26]=[CH:25][C:24]([Cl:27])=[CH:23][CH:22]=2)[N:3]=1.[BH4-].[Na+].